Task: Predict which catalyst facilitates the given reaction.. Dataset: Catalyst prediction with 721,799 reactions and 888 catalyst types from USPTO (1) The catalyst class is: 10. Reactant: Cl.N[C:3]1[C:13]([OH:14])=[CH:12][C:6]([C:7]([O:9][CH2:10][CH3:11])=[O:8])=[CH:5][C:4]=1[CH:15]1[CH2:17][CH2:16]1.N([O-])=O.[Na+].[I-:22].[K+].C(=O)([O-])O.[Na+]. Product: [CH:15]1([C:4]2[CH:5]=[C:6]([CH:12]=[C:13]([OH:14])[C:3]=2[I:22])[C:7]([O:9][CH2:10][CH3:11])=[O:8])[CH2:17][CH2:16]1. (2) The catalyst class is: 27. Product: [ClH:18].[N:1]12[CH2:8][CH2:7][CH:4]([CH2:5][CH2:6]1)[CH:3]([NH:9][C@@H:10]([C:19]([N:21]1[CH2:22][CH2:23][CH:24]([N:27]([CH:35]3[CH2:36][CH2:37][CH2:38][CH2:39][CH2:40]3)[C:28]([N:30]([CH2:33][CH3:34])[CH2:31][CH3:32])=[O:29])[CH2:25][CH2:26]1)=[O:20])[CH2:11][C:12]1[CH:17]=[CH:16][C:15]([Cl:18])=[CH:14][CH:13]=1)[CH2:2]2. Reactant: [N:1]12[CH2:8][CH2:7][CH:4]([CH2:5][CH2:6]1)[CH:3]([NH:9][C@@H:10]([C:19]([N:21]1[CH2:26][CH2:25][CH:24]([N:27]([CH:35]3[CH2:40][CH2:39][CH2:38][CH2:37][CH2:36]3)[C:28]([N:30]([CH2:33][CH3:34])[CH2:31][CH3:32])=[O:29])[CH2:23][CH2:22]1)=[O:20])[CH2:11][C:12]1[CH:17]=[CH:16][C:15]([Cl:18])=[CH:14][CH:13]=1)[CH2:2]2.Cl. (3) Reactant: C([N:8]1[CH:14]2[CH2:15][CH2:16][CH:9]1[CH2:10][NH:11][C:12](=[O:17])[CH2:13]2)C1C=CC=CC=1.CO.[C:20](=[O:27])([O-])[O:21][C:22]([CH3:25])([CH3:24])[CH3:23].[C:20](=[O:27])([O-])[O:21][C:22]([CH3:25])([CH3:24])[CH3:23].[H][H]. Product: [C:22]([O:21][C:20]([N:8]1[CH:14]2[CH2:15][CH2:16][CH:9]1[CH2:10][NH:11][C:12](=[O:17])[CH2:13]2)=[O:27])([CH3:25])([CH3:24])[CH3:23]. The catalyst class is: 304. (4) Reactant: C([NH:4][C:5]1[N:6]=[C:7]2[CH:12]=[CH:11][C:10]([C:13]3[N:17]([CH:18]4[CH2:23][CH2:22][N:21](C(OC(C)(C)C)=O)[CH2:20][CH2:19]4)[CH:16]=[N:15][C:14]=3[C:31]3[CH:36]=[CH:35][C:34]([F:37])=[CH:33][CH:32]=3)=[N:9][N:8]2[CH:38]=1)(=O)C.Cl. Product: [F:37][C:34]1[CH:35]=[CH:36][C:31]([C:14]2[N:15]=[CH:16][N:17]([CH:18]3[CH2:23][CH2:22][NH:21][CH2:20][CH2:19]3)[C:13]=2[C:10]2[CH:11]=[CH:12][C:7]3[N:8]([CH:38]=[C:5]([NH2:4])[N:6]=3)[N:9]=2)=[CH:32][CH:33]=1. The catalyst class is: 5. (5) Reactant: [C:1]1([CH:7]=[CH:8][CH:9]=[C:10]([CH2:13][CH2:14][CH3:15])[CH:11]=[O:12])[CH:6]=[CH:5][CH:4]=[CH:3][CH:2]=1.[H][H]. Product: [C:1]1([CH2:7][CH2:8][CH2:9][CH:10]([CH2:13][CH2:14][CH3:15])[CH2:11][OH:12])[CH:6]=[CH:5][CH:4]=[CH:3][CH:2]=1. The catalyst class is: 181. (6) Reactant: C[O:2][C:3]1[CH:4]=[C:5]([CH:8]=[C:9]([C:11]2[CH:16]=[CH:15][CH:14]=[C:13]([CH2:17][NH:18][CH2:19][CH2:20][C@H:21]3[O:25][C:24](=[O:26])[N:23]([C:27]4[CH:28]=[CH:29][C:30]5[S:35][CH2:34][C:33](=[O:36])[NH:32][C:31]=5[CH:37]=4)[CH2:22]3)[CH:12]=2)[N:10]=1)[C:6]#[N:7].[Na+].[I-].C[Si](C)(C)Cl.CC(O)=O. Product: [OH:2][C:3]1[CH:4]=[C:5]([CH:8]=[C:9]([C:11]2[CH:16]=[CH:15][CH:14]=[C:13]([CH2:17][NH:18][CH2:19][CH2:20][C@H:21]3[O:25][C:24](=[O:26])[N:23]([C:27]4[CH:28]=[CH:29][C:30]5[S:35][CH2:34][C:33](=[O:36])[NH:32][C:31]=5[CH:37]=4)[CH2:22]3)[CH:12]=2)[N:10]=1)[C:6]#[N:7]. The catalyst class is: 705. (7) Product: [C:19]([O:18][C:16]([NH:1][CH:2]([CH2:6][C:7]([F:10])([F:9])[F:8])[C:3]([OH:5])=[O:4])=[O:17])([CH3:22])([CH3:21])[CH3:20]. Reactant: [NH2:1][CH:2]([CH2:6][C:7]([F:10])([F:9])[F:8])[C:3]([OH:5])=[O:4].C([O-])(O)=O.[Na+].[C:16](O[C:16]([O:18][C:19]([CH3:22])([CH3:21])[CH3:20])=[O:17])([O:18][C:19]([CH3:22])([CH3:21])[CH3:20])=[O:17]. The catalyst class is: 90. (8) Reactant: [OH:1][CH:2]([CH2:50][OH:51])[CH2:3][NH:4][C:5]([C:7]1[C:8]([CH3:49])=[C:9]2[CH:30]=[C:28]3[N:29]=[C:25]([C:26]([CH3:33])=[C:27]3[CH2:31][CH3:32])[CH:24]=[C:22]3[NH:23][C:19]([C:20]([CH3:36])=[C:21]3[CH:34]=[O:35])=[CH:18][C:16]3=[N:17][C:13]([CH:14]([CH2:38][CH2:39][C:40]([O:42][CH3:43])=[O:41])[CH:15]3[CH3:37])=[C:12]([CH2:44][C:45]([O:47][CH3:48])=[O:46])[C:11]=1[NH:10]2)=[O:6]. Product: [OH:1][CH:2]([CH2:50][OH:51])[CH2:3][NH:4][C:5]([C:7]1[C:8]([CH3:49])=[C:9]2[CH:30]=[C:28]3[N:29]=[C:25]([C:26]([CH3:33])=[C:27]3[CH2:31][CH3:32])[CH:24]=[C:22]3[NH:23][C:19]([C:20]([CH3:36])=[C:21]3[CH2:34][OH:35])=[CH:18][C:16]3=[N:17][C:13]([CH:14]([CH2:38][CH2:39][C:40]([O:42][CH3:43])=[O:41])[CH:15]3[CH3:37])=[C:12]([CH2:44][C:45]([O:47][CH3:48])=[O:46])[C:11]=1[NH:10]2)=[O:6]. The catalyst class is: 4.